This data is from Catalyst prediction with 721,799 reactions and 888 catalyst types from USPTO. The task is: Predict which catalyst facilitates the given reaction. (1) Reactant: [C:1]([C:3]1[C:8](=[O:9])[N:7]([CH2:10][C:11]2[CH:16]=[CH:15][C:14]([CH3:17])=[CH:13][C:12]=2[CH3:18])[C:6]([C:19]2[CH:24]=[CH:23][CH:22]=[C:21]([C:25]3[CH:33]=[C:32]4[C:28]([CH:29]=[C:30]([C:34]([OH:36])=[O:35])[NH:31]4)=[CH:27][CH:26]=3)[N:20]=2)=[CH:5][C:4]=1[C:37]([F:40])([F:39])[F:38])#[N:2].C(Cl)(=O)C(Cl)=O.[CH3:47][N:48]([CH3:53])[CH2:49][CH2:50][CH2:51]O. Product: [C:1]([C:3]1[C:8](=[O:9])[N:7]([CH2:10][C:11]2[CH:16]=[CH:15][C:14]([CH3:17])=[CH:13][C:12]=2[CH3:18])[C:6]([C:19]2[CH:24]=[CH:23][CH:22]=[C:21]([C:25]3[CH:33]=[C:32]4[C:28]([CH:29]=[C:30]([C:34]([O:36][CH2:51][CH2:50][CH2:49][N:48]([CH3:53])[CH3:47])=[O:35])[NH:31]4)=[CH:27][CH:26]=3)[N:20]=2)=[CH:5][C:4]=1[C:37]([F:38])([F:39])[F:40])#[N:2]. The catalyst class is: 85. (2) Reactant: [CH3:1][N:2]([CH3:15])[C:3]1[N:8]=[CH:7][N:6]=[C:5]([C:9](OCC)=[O:10])[C:4]=1[CH3:14].[BH4-].[Na+]. Product: [CH3:1][N:2]([CH3:15])[C:3]1[N:8]=[CH:7][N:6]=[C:5]([CH2:9][OH:10])[C:4]=1[CH3:14]. The catalyst class is: 14. (3) Reactant: [NH2:1][C:2]1[C:7]([F:8])=[C:6]([Sn](C)(C)C)[N:5]=[C:4]([C:13]([O:15][CH3:16])=[O:14])[C:3]=1[Cl:17].Br[C:19]1[C:27]([F:28])=[CH:26][C:22]2=[N:23][O:24][N:25]=[C:21]2[CH:20]=1.C(OCC)(=O)C.[Na+].[Cl-]. Product: [NH2:1][C:2]1[C:7]([F:8])=[C:6]([C:19]2[C:27]([F:28])=[CH:26][C:22]3=[N:23][O:24][N:25]=[C:21]3[CH:20]=2)[N:5]=[C:4]([C:13]([O:15][CH3:16])=[O:14])[C:3]=1[Cl:17]. The catalyst class is: 558. (4) Reactant: Cl.[C:2]([C:5]1[S:6][CH:7]=[CH:8][CH:9]=1)(=[O:4])[CH3:3].Cl.[CH2:11]([NH2:13])[CH3:12].[CH2:14]=O. Product: [CH2:11]([NH:13][CH2:14][CH2:3][C:2]([C:5]1[S:6][CH:7]=[CH:8][CH:9]=1)=[O:4])[CH3:12]. The catalyst class is: 8.